From a dataset of Catalyst prediction with 721,799 reactions and 888 catalyst types from USPTO. Predict which catalyst facilitates the given reaction. (1) Reactant: [H-].[Na+].[CH3:3][C:4]1[NH:5][C:6]2[CH:12]=[CH:11][CH:10]=[CH:9][C:7]=2[N:8]=1.CS(O[CH:18]1[CH2:23][CH2:22][N:21]([C:24]([O:26][C:27]([CH3:30])([CH3:29])[CH3:28])=[O:25])[CH2:20][CH2:19]1)(=O)=O. Product: [CH3:3][C:4]1[N:8]([CH:18]2[CH2:23][CH2:22][N:21]([C:24]([O:26][C:27]([CH3:30])([CH3:29])[CH3:28])=[O:25])[CH2:20][CH2:19]2)[C:7]2[CH:9]=[CH:10][CH:11]=[CH:12][C:6]=2[N:5]=1. The catalyst class is: 3. (2) Reactant: COC1C=C(OC)C=CC=1C[NH:6][C:7]1[N:16]2[N:17]=[C:18]([CH3:20])[N:19]=[C:15]2[C:14]2[C:9](=[C:10]3[O:23][C:22]([F:25])([F:24])[O:21][C:11]3=[CH:12][CH:13]=2)[N:8]=1.FC(F)(F)C(O)=O. Product: [F:25][C:22]1([F:24])[O:21][C:11]2=[CH:12][CH:13]=[C:14]3[C:9]([N:8]=[C:7]([NH2:6])[N:16]4[N:17]=[C:18]([CH3:20])[N:19]=[C:15]34)=[C:10]2[O:23]1. The catalyst class is: 98. (3) Reactant: [N+:1]([C:4]1[CH:12]=[CH:11][C:7]2[N:8]=[CH:9][NH:10][C:6]=2[CH:5]=1)([O-])=O. Product: [NH2:1][C:4]1[CH:12]=[CH:11][C:7]2[N:8]=[CH:9][NH:10][C:6]=2[CH:5]=1. The catalyst class is: 45. (4) Reactant: [CH3:1][O:2][C:3]1[CH:4]=[C:5]2[C:10](=[CH:11][C:12]=1[O:13][CH3:14])[N:9]=[CH:8][CH:7]=[C:6]2[N:15]1[CH2:21][C:20]2[CH:22]=[C:23]([C:26]3[CH:32]=[CH:31][C:29]([NH2:30])=[C:28]([N+:33]([O-])=O)[CH:27]=3)[CH:24]=[CH:25][C:19]=2[O:18][CH2:17][CH2:16]1. Product: [CH3:1][O:2][C:3]1[CH:4]=[C:5]2[C:10](=[CH:11][C:12]=1[O:13][CH3:14])[N:9]=[CH:8][CH:7]=[C:6]2[N:15]1[CH2:21][C:20]2[CH:22]=[C:23]([C:26]3[CH:27]=[C:28]([NH2:33])[C:29]([NH2:30])=[CH:31][CH:32]=3)[CH:24]=[CH:25][C:19]=2[O:18][CH2:17][CH2:16]1. The catalyst class is: 19. (5) Reactant: [OH-].[Na+].[F:3][C:4]1([F:17])[CH2:9][CH2:8][C:7]([CH2:15][F:16])([C:10]([O:12]CC)=[O:11])[CH2:6][CH2:5]1. Product: [F:3][C:4]1([F:17])[CH2:5][CH2:6][C:7]([CH2:15][F:16])([C:10]([OH:12])=[O:11])[CH2:8][CH2:9]1. The catalyst class is: 36.